This data is from Full USPTO retrosynthesis dataset with 1.9M reactions from patents (1976-2016). The task is: Predict the reactants needed to synthesize the given product. (1) Given the product [Cl:32][C:23]1[CH:24]=[C:25]([S:28]([NH:2][CH2:3][C:4]2[CH:13]=[CH:12][C:7]([C:8]([O:10][CH3:11])=[O:9])=[CH:6][N:5]=2)(=[O:29])=[O:30])[CH:26]=[CH:27][C:22]=1[F:21], predict the reactants needed to synthesize it. The reactants are: Cl.[NH2:2][CH2:3][C:4]1[CH:13]=[CH:12][C:7]([C:8]([O:10][CH3:11])=[O:9])=[CH:6][N:5]=1.C(N(CC)CC)C.[F:21][C:22]1[CH:27]=[CH:26][C:25]([S:28](Cl)(=[O:30])=[O:29])=[CH:24][C:23]=1[Cl:32]. (2) Given the product [N:51]([CH2:21][C@@H:13]1[C@H:14]2[O:18][C:17]([CH3:19])([CH3:20])[O:16][C@H:15]2[C@H:11]([N:8]2[C:4]3[N:5]=[CH:6][N:7]=[C:2]([Cl:1])[C:3]=3[CH:10]=[CH:9]2)[CH2:12]1)=[N+:52]=[N-:53], predict the reactants needed to synthesize it. The reactants are: [Cl:1][C:2]1[C:3]2[CH:10]=[CH:9][N:8]([C@H:11]3[C@@H:15]4[O:16][C:17]([CH3:20])([CH3:19])[O:18][C@@H:14]4[C@@H:13]([CH2:21]O)[CH2:12]3)[C:4]=2[N:5]=[CH:6][N:7]=1.C1C=CC(P(C2C=CC=CC=2)C2C=CC=CC=2)=CC=1.C1C=CC(OP(OC2C=CC=CC=2)([N:51]=[N+:52]=[N-:53])=O)=CC=1. (3) Given the product [CH2:47]([CH:54]([CH2:58][O:59][Si:60]([C:63]([CH3:66])([CH3:65])[CH3:64])([CH3:61])[CH3:62])[C:55]([NH:33][N:32]=[C:30]1[CH:29]=[C:28]([C:34]2[CH:39]=[CH:38][N:37]=[C:36]([NH:40][C:41]3[N:42]([CH3:46])[N:43]=[CH:44][CH:45]=3)[N:35]=2)[CH:27]=[C:26]([F:25])[NH:31]1)=[O:56])[C:48]1[CH:53]=[CH:52][CH:51]=[CH:50][CH:49]=1, predict the reactants needed to synthesize it. The reactants are: CN(C(ON1N=NC2C=CC=NC1=2)=[N+](C)C)C.F[P-](F)(F)(F)(F)F.[F:25][C:26]1[NH:31][C:30](=[N:32][NH2:33])[CH:29]=[C:28]([C:34]2[CH:39]=[CH:38][N:37]=[C:36]([NH:40][C:41]3[N:42]([CH3:46])[N:43]=[CH:44][CH:45]=3)[N:35]=2)[CH:27]=1.[CH2:47]([CH:54]([CH2:58][O:59][Si:60]([C:63]([CH3:66])([CH3:65])[CH3:64])([CH3:62])[CH3:61])[C:55](O)=[O:56])[C:48]1[CH:53]=[CH:52][CH:51]=[CH:50][CH:49]=1. (4) Given the product [Cl:1][C:2]1[CH:29]=[CH:28][C:5]2[N:6]3[C:10]([CH2:11][N:12]([CH2:15][C:16]4[CH:21]=[CH:20][C:19]([O:22][CH3:23])=[CH:18][C:17]=4[O:24][CH3:25])[C:13](=[O:14])[C:4]=2[CH:3]=1)=[C:9]([C:26]([NH:31][OH:32])=[NH:27])[N:8]=[CH:7]3, predict the reactants needed to synthesize it. The reactants are: [Cl:1][C:2]1[CH:29]=[CH:28][C:5]2[N:6]3[C:10]([CH2:11][N:12]([CH2:15][C:16]4[CH:21]=[CH:20][C:19]([O:22][CH3:23])=[CH:18][C:17]=4[O:24][CH3:25])[C:13](=[O:14])[C:4]=2[CH:3]=1)=[C:9]([C:26]#[N:27])[N:8]=[CH:7]3.Cl.[NH2:31][OH:32].C[O-].[Na+].CO. (5) The reactants are: CC([O:4][C@@H:5]([CH2:10][N+:11]([CH3:14])([CH3:13])[CH3:12])[CH2:6][C:7]([O-:9])=[O:8])=O.[N+:15]([O-:18])(O)=[O:16].[C:19](O)(=[O:21])[CH3:20]. Given the product [N+:15]([O:4][C@:5]([C:19](=[O:21])[CH3:20])([CH2:6][C:7](=[O:8])[O-:9])[CH2:10][N+:11]([CH3:12])([CH3:13])[CH3:14])([O-:18])=[O:16], predict the reactants needed to synthesize it. (6) Given the product [C:14]([O:1][C:2]1[CH:11]=[C:10]2[C:5]([C:6]([CH3:13])=[CH:7][C:8](=[O:12])[O:9]2)=[CH:4][CH:3]=1)(=[O:16])[CH3:15], predict the reactants needed to synthesize it. The reactants are: [OH:1][C:2]1[CH:11]=[C:10]2[C:5]([C:6]([CH3:13])=[CH:7][C:8](=[O:12])[O:9]2)=[CH:4][CH:3]=1.[C:14](OC(=O)C)(=[O:16])[CH3:15].